Dataset: Full USPTO retrosynthesis dataset with 1.9M reactions from patents (1976-2016). Task: Predict the reactants needed to synthesize the given product. The reactants are: Br[C:2]1[C:10]2[C:5](=[CH:6][CH:7]=[C:8]([NH:11][C:12]([C@@H:14]3[CH2:18][CH2:17][CH2:16][N:15]3[C:19](=[O:27])[CH2:20][C:21]3[CH:26]=[CH:25][CH:24]=[CH:23][CH:22]=3)=[O:13])[CH:9]=2)[NH:4][C:3]=1[C:28]1[CH:33]=[CH:32][C:31]([NH:34][C:35]([C@@H:37]2[CH2:41][CH2:40][CH2:39][N:38]2[C:42](=[O:50])[CH2:43][C:44]2[CH:49]=[CH:48][CH:47]=[CH:46][CH:45]=2)=[O:36])=[CH:30][CH:29]=1.[C:51]([Cu])#[N:52]. Given the product [C:51]([C:2]1[C:10]2[C:5](=[CH:6][CH:7]=[C:8]([NH:11][C:12]([C@@H:14]3[CH2:18][CH2:17][CH2:16][N:15]3[C:19](=[O:27])[CH2:20][C:21]3[CH:22]=[CH:23][CH:24]=[CH:25][CH:26]=3)=[O:13])[CH:9]=2)[NH:4][C:3]=1[C:28]1[CH:33]=[CH:32][C:31]([NH:34][C:35]([C@@H:37]2[CH2:41][CH2:40][CH2:39][N:38]2[C:42](=[O:50])[CH2:43][C:44]2[CH:49]=[CH:48][CH:47]=[CH:46][CH:45]=2)=[O:36])=[CH:30][CH:29]=1)#[N:52], predict the reactants needed to synthesize it.